From a dataset of Peptide-MHC class I binding affinity with 185,985 pairs from IEDB/IMGT. Regression. Given a peptide amino acid sequence and an MHC pseudo amino acid sequence, predict their binding affinity value. This is MHC class I binding data. (1) The peptide sequence is ESENISEPY. The MHC is SLA-10401 with pseudo-sequence SLA-10401. The binding affinity (normalized) is 0.0847. (2) The MHC is HLA-A02:02 with pseudo-sequence HLA-A02:02. The binding affinity (normalized) is 0.609. The peptide sequence is NLSWLSLDV. (3) The peptide sequence is QITTDDLVK. The MHC is HLA-A03:01 with pseudo-sequence HLA-A03:01. The binding affinity (normalized) is 0.0231. (4) The peptide sequence is DPPEPLVRI. The MHC is HLA-A02:19 with pseudo-sequence HLA-A02:19. The binding affinity (normalized) is 0.0847. (5) The peptide sequence is VTPEYIKDL. The MHC is HLA-A02:06 with pseudo-sequence HLA-A02:06. The binding affinity (normalized) is 0.155. (6) The peptide sequence is VADLSARNKL. The MHC is HLA-A02:01 with pseudo-sequence HLA-A02:01. The binding affinity (normalized) is 0.0719. (7) The peptide sequence is RVKQWVMDTL. The MHC is HLA-A02:01 with pseudo-sequence HLA-A02:01. The binding affinity (normalized) is 0.0785. (8) The peptide sequence is KFYGPFVDR. The MHC is Patr-A0701 with pseudo-sequence Patr-A0701. The binding affinity (normalized) is 0.0250. (9) The peptide sequence is HLTWSHAGY. The MHC is HLA-B08:03 with pseudo-sequence HLA-B08:03. The binding affinity (normalized) is 0.0847.